Dataset: Reaction yield outcomes from USPTO patents with 853,638 reactions. Task: Predict the reaction yield, written as a fraction of the theoretical maximum amount of product (1.0 means a 100% yield; for example, 0.34 means a 34% yield). (1) The reactants are [Cl:1][C:2]1[CH:3]=[C:4]([C:8]2[CH:9]=[C:10]([C:18](O)=[O:19])[C:11]3[C:16]([CH:17]=2)=[CH:15][CH:14]=[CH:13][CH:12]=3)[CH:5]=[CH:6][CH:7]=1.N1C=CC=CC=1.S(Cl)(Cl)=O.[NH2:31][C:32]1[C:33]([CH3:43])=[C:34]([CH:39]=[CH:40][C:41]=1[CH3:42])[C:35]([O:37][CH3:38])=[O:36].C(=O)(O)[O-].[K+]. The catalyst is O.C1COCC1.C1(C)C=CC=CC=1. The product is [Cl:1][C:2]1[CH:3]=[C:4]([C:8]2[CH:9]=[C:10]([C:18]([NH:31][C:32]3[C:33]([CH3:43])=[C:34]([CH:39]=[CH:40][C:41]=3[CH3:42])[C:35]([O:37][CH3:38])=[O:36])=[O:19])[C:11]3[C:16]([CH:17]=2)=[CH:15][CH:14]=[CH:13][CH:12]=3)[CH:5]=[CH:6][CH:7]=1. The yield is 0.580. (2) The reactants are [NH2:1][C:2]1[C:3]([F:19])=[C:4]([C:15]([Cl:18])=[CH:16][CH:17]=1)[C:5]([O:7][CH2:8][C:9]1[CH:14]=[CH:13][CH:12]=[CH:11][CH:10]=1)=[O:6].C(N([CH2:25][CH3:26])CC)C.[CH2:27]([S:30](Cl)(=[O:32])=[O:31])[CH2:28][CH3:29]. The catalyst is ClCCl. The product is [Cl:18][C:15]1[C:4]([C:5]([O:7][CH2:8][C:9]2[CH:14]=[CH:13][CH:12]=[CH:11][CH:10]=2)=[O:6])=[C:3]([F:19])[C:2]([N:1]([S:30]([CH2:27][CH2:25][CH3:26])(=[O:32])=[O:31])[S:30]([CH2:27][CH2:28][CH3:29])(=[O:32])=[O:31])=[CH:17][CH:16]=1. The yield is 0.720. (3) The reactants are [C:1]([C:3]1[C:23]([N+:24]([O-])=O)=[CH:22][CH:21]=[CH:20][C:4]=1[O:5][CH2:6][CH:7]1[CH2:12][CH2:11][CH2:10][N:9]([C:13]([O:15][C:16]([CH3:19])([CH3:18])[CH3:17])=[O:14])[CH2:8]1)#[N:2].C(OC(C)(C)C)=O. No catalyst specified. The product is [NH2:24][C:23]1[C:3]([C:1]#[N:2])=[C:4]([CH:20]=[CH:21][CH:22]=1)[O:5][CH2:6][CH:7]1[CH2:12][CH2:11][CH2:10][N:9]([C:13]([O:15][C:16]([CH3:19])([CH3:17])[CH3:18])=[O:14])[CH2:8]1. The yield is 1.00. (4) The reactants are [CH3:1][N:2]([CH3:15])[C:3]1([C:13]#N)[CH2:12][CH2:11][C:6]2([O:10][CH2:9][CH2:8][O:7]2)[CH2:5][CH2:4]1.[C:16]1([Mg][Cl:23])[CH:21]=[CH:20]C=[CH:18][CH:17]=1.[Cl-].[NH4+].Cl[Si](C)(C)C. The catalyst is C1COCC1. The product is [ClH:23].[CH3:1][N:2]([CH3:15])[C:3]1([C:13]2[CH:20]=[CH:21][CH:16]=[CH:17][CH:18]=2)[CH2:12][CH2:11][C:6]2([O:10][CH2:9][CH2:8][O:7]2)[CH2:5][CH2:4]1. The yield is 0.350.